From a dataset of Choline transporter screen with 302,306 compounds. Binary Classification. Given a drug SMILES string, predict its activity (active/inactive) in a high-throughput screening assay against a specified biological target. (1) The drug is O(c1c(C(C)C)ccc(c1)C)CCNCc1ccccc1. The result is 0 (inactive). (2) The result is 0 (inactive). The compound is Oc1c(C(C)(C)C)cc(cc1C(C)(C)C)/C=C1/NC(=O)NC1=O.